From a dataset of Forward reaction prediction with 1.9M reactions from USPTO patents (1976-2016). Predict the product of the given reaction. (1) The product is: [C:1]([C:5]1[N:6]([CH2:20][CH2:21][OH:22])[C:7]2[CH:8]=[CH:9][C:10]([N+:16]([O-:18])=[O:17])=[C:11]([C:14]#[N:15])[C:12]=2[CH:13]=1)([CH3:4])([CH3:2])[CH3:3]. Given the reactants [C:1]([C:5]1[NH:6][C:7]2[CH:8]=[CH:9][C:10]([N+:16]([O-:18])=[O:17])=[C:11]([C:14]#[N:15])[C:12]=2[CH:13]=1)([CH3:4])([CH3:3])[CH3:2].I[CH2:20][CH2:21][OH:22].C(=O)([O-])[O-].[Cs+].[Cs+], predict the reaction product. (2) Given the reactants Cl.[CH3:2][O:3][C:4]1[CH:5]=[C:6]([C:12]2[C@@H:21]3[C@@H:16]([CH2:17][CH2:18][CH2:19][CH2:20]3)[C:15](=[O:22])[N:14]([CH:23]3[CH2:28][CH2:27][NH:26][CH2:25][CH2:24]3)[N:13]=2)[CH:7]=[CH:8][C:9]=1[O:10][CH3:11].[C:29]([O:33][C:34]([NH:36][C@H:37]([C:45](O)=[O:46])[CH2:38][C:39]1[CH:44]=[CH:43][CH:42]=[CH:41][CH:40]=1)=[O:35])([CH3:32])([CH3:31])[CH3:30].CCOC(C(C#N)=NOC(N1CCOCC1)=[N+](C)C)=O.F[P-](F)(F)(F)(F)F.CCN(C(C)C)C(C)C.C(=O)(O)[O-].[Na+], predict the reaction product. The product is: [CH3:2][O:3][C:4]1[CH:5]=[C:6]([C:12]2[C@H:21]3[C@H:16]([CH2:17][CH2:18][CH2:19][CH2:20]3)[C:15](=[O:22])[N:14]([CH:23]3[CH2:24][CH2:25][N:26]([C:45](=[O:46])[C@@H:37]([NH:36][C:34](=[O:35])[O:33][C:29]([CH3:30])([CH3:31])[CH3:32])[CH2:38][C:39]4[CH:44]=[CH:43][CH:42]=[CH:41][CH:40]=4)[CH2:27][CH2:28]3)[N:13]=2)[CH:7]=[CH:8][C:9]=1[O:10][CH3:11]. (3) Given the reactants [NH:1]1[CH2:6][CH2:5][CH:4]([C:7]2[C:15]3[C:10](=[C:11]([C:21]([NH2:23])=[O:22])[CH:12]=[C:13]([C:16]4[CH:20]=[CH:19][S:18][CH:17]=4)[CH:14]=3)[NH:9][CH:8]=2)[CH2:3][CH2:2]1.[CH2:24]([S:26](Cl)(=[O:28])=[O:27])[CH3:25].C(N(CC)CC)C, predict the reaction product. The product is: [CH2:24]([S:26]([N:1]1[CH2:6][CH2:5][CH:4]([C:7]2[C:15]3[C:10](=[C:11]([C:21]([NH2:23])=[O:22])[CH:12]=[C:13]([C:16]4[CH:20]=[CH:19][S:18][CH:17]=4)[CH:14]=3)[NH:9][CH:8]=2)[CH2:3][CH2:2]1)(=[O:28])=[O:27])[CH3:25].